This data is from Full USPTO retrosynthesis dataset with 1.9M reactions from patents (1976-2016). The task is: Predict the reactants needed to synthesize the given product. (1) The reactants are: C([N:8]1[CH2:17][CH2:16][C:15]2[N:14]=[C:13]([O:18][CH:19]([CH:21]3[CH2:23][CH2:22]3)[CH3:20])[CH:12]=[CH:11][C:10]=2[CH2:9]1)C1C=CC=CC=1.C(OCC)(=O)C.[ClH:30]. Given the product [ClH:30].[CH:21]1([CH:19]([O:18][C:13]2[CH:12]=[CH:11][C:10]3[CH2:9][NH:8][CH2:17][CH2:16][C:15]=3[N:14]=2)[CH3:20])[CH2:23][CH2:22]1, predict the reactants needed to synthesize it. (2) Given the product [Cl:1][C:2]1[C:10]2[CH:9]=[C:8]([C:11]3[CH2:12][C:13]([C:18]4[CH:23]=[C:22]([Cl:24])[CH:21]=[C:20]([Cl:25])[CH:19]=4)([C:14]([F:17])([F:16])[F:15])[O:27][N:29]=3)[S:7][C:6]=2[CH:5]=[CH:4][CH:3]=1, predict the reactants needed to synthesize it. The reactants are: [Cl:1][C:2]1[C:10]2[CH:9]=[C:8]([C:11](=O)[CH:12]=[C:13]([C:18]3[CH:23]=[C:22]([Cl:24])[CH:21]=[C:20]([Cl:25])[CH:19]=3)[C:14]([F:17])([F:16])[F:15])[S:7][C:6]=2[CH:5]=[CH:4][CH:3]=1.[OH-:27].[Na+].[NH2:29]O.Cl. (3) Given the product [N:35]1[CH:36]=[CH:37][C:32]([C:2]2[CH:3]=[CH:4][C:5]([C:8]3([C:11]([N:13]4[CH2:17][CH2:16][C@@:15]5([C:21]6[CH:22]=[CH:23][CH:24]=[CH:25][C:20]=6[C:19](=[O:26])[O:18]5)[CH2:14]4)=[O:12])[CH2:10][CH2:9]3)=[CH:6][CH:7]=2)=[CH:33][CH:34]=1, predict the reactants needed to synthesize it. The reactants are: Br[C:2]1[CH:7]=[CH:6][C:5]([C:8]2([C:11]([N:13]3[CH2:17][CH2:16][C@@:15]4([C:21]5[CH:22]=[CH:23][CH:24]=[CH:25][C:20]=5[C:19](=[O:26])[O:18]4)[CH2:14]3)=[O:12])[CH2:10][CH2:9]2)=[CH:4][CH:3]=1.C([Sn](CCCC)(CCCC)[C:32]1[CH:37]=[CH:36][N:35]=[CH:34][CH:33]=1)CCC.C(P(C(C)(C)C)C(C)(C)C)(C)(C)C.[F-].[K+]. (4) The reactants are: [CH2:1]([C:3]1[CH:4]=[C:5]2[C:9](=[CH:10][C:11]=1[N+:12]([O-:14])=[O:13])[NH:8][CH2:7][CH2:6]2)[CH3:2]. Given the product [CH2:1]([C:3]1[CH:4]=[C:5]2[C:9](=[CH:10][C:11]=1[N+:12]([O-:14])=[O:13])[NH:8][CH:7]=[CH:6]2)[CH3:2], predict the reactants needed to synthesize it. (5) Given the product [CH:15]1([C:2]2[CH:3]=[N:4][N:5]([CH2:7][C:8]([O:10][C:11]([CH3:14])([CH3:13])[CH3:12])=[O:9])[CH:6]=2)[CH2:17][CH2:16]1, predict the reactants needed to synthesize it. The reactants are: Br[C:2]1[CH:3]=[N:4][N:5]([CH2:7][C:8]([O:10][C:11]([CH3:14])([CH3:13])[CH3:12])=[O:9])[CH:6]=1.[CH:15]1(B(O)O)[CH2:17][CH2:16]1.P([O-])([O-])([O-])=O.[K+].[K+].[K+].C1(P(C2CCCCC2)C2CCCCC2)CCCCC1.